From a dataset of Forward reaction prediction with 1.9M reactions from USPTO patents (1976-2016). Predict the product of the given reaction. (1) Given the reactants [CH2:1]([NH:3][C:4]([NH:6][C:7]1[S:8][C:9]2[C:15]([C:16]3[CH:21]=[CH:20][CH:19]=[CH:18][N:17]=3)=[CH:14][C:13]([C:22]3[CH:23]=[N:24][C:25]([N:28]4[CH2:33][CH2:32][C:31]([CH3:39])([C:34]([O:36]CC)=[O:35])[CH2:30][CH2:29]4)=[N:26][CH:27]=3)=[CH:12][C:10]=2[N:11]=1)=[O:5])[CH3:2].CC(C)([O-])C.[K+].O, predict the reaction product. The product is: [CH2:1]([NH:3][C:4]([NH:6][C:7]1[S:8][C:9]2[C:15]([C:16]3[CH:21]=[CH:20][CH:19]=[CH:18][N:17]=3)=[CH:14][C:13]([C:22]3[CH:27]=[N:26][C:25]([N:28]4[CH2:29][CH2:30][C:31]([CH3:39])([C:34]([OH:36])=[O:35])[CH2:32][CH2:33]4)=[N:24][CH:23]=3)=[CH:12][C:10]=2[N:11]=1)=[O:5])[CH3:2]. (2) Given the reactants [O:1]1[CH2:5][CH2:4][C:3]([C:6]2[C:7]([CH3:18])=[C:8]([NH:16][NH2:17])[CH:9]=[CH:10][C:11]=2[S:12]([CH3:15])(=[O:14])=[O:13])=[N:2]1.[Br:19][C:20]1[CH:21](O)[O:22][C:23](=O)[C:24]=1[Br:25], predict the reaction product. The product is: [Br:19][C:20]1[C:21](=[O:22])[N:16]([C:8]2[CH:9]=[CH:10][C:11]([S:12]([CH3:15])(=[O:13])=[O:14])=[C:6]([C:3]3[CH2:4][CH2:5][O:1][N:2]=3)[C:7]=2[CH3:18])[N:17]=[CH:23][C:24]=1[Br:25]. (3) Given the reactants [Cl-].[Ca+2].[Cl-].[F:4][C:5]1[CH:6]=[C:7]([CH:10]=[CH:11][C:12]=1[CH:13]=O)[C:8]#[N:9].[C:15](=[O:20])([O:17][CH2:18][CH3:19])[NH2:16], predict the reaction product. The product is: [C:8]([C:7]1[CH:10]=[CH:11][C:12]([CH:13]([NH:16][C:15](=[O:20])[O:17][CH2:18][CH3:19])[NH:16][C:15](=[O:20])[O:17][CH2:18][CH3:19])=[C:5]([F:4])[CH:6]=1)#[N:9].